Dataset: Forward reaction prediction with 1.9M reactions from USPTO patents (1976-2016). Task: Predict the product of the given reaction. (1) The product is: [C:66]([O:70][C:71]([NH:73][C:74]1[S:78][C:77]([C:79]2[C:84]([F:85])=[CH:83][CH:82]=[CH:81][C:80]=2[F:86])=[N:76][C:75]=1[C:87]([NH:1][C:2]1[CH:3]=[N:4][N:5]([CH3:23])[C:6]=1[N:7]1[CH2:12][CH2:11][CH:10]([CH2:13][N:14]([CH3:22])[C:15](=[O:21])[O:16][C:17]([CH3:18])([CH3:19])[CH3:20])[CH2:9][CH2:8]1)=[O:88])=[O:72])([CH3:69])([CH3:67])[CH3:68]. Given the reactants [NH2:1][C:2]1[CH:3]=[N:4][N:5]([CH3:23])[C:6]=1[N:7]1[CH2:12][CH2:11][CH:10]([CH2:13][N:14]([CH3:22])[C:15](=[O:21])[O:16][C:17]([CH3:20])([CH3:19])[CH3:18])[CH2:9][CH2:8]1.CCN(C(C)C)C(C)C.C1CN([P+](ON2N=NC3C=CC=CC2=3)(N2CCCC2)N2CCCC2)CC1.F[P-](F)(F)(F)(F)F.[C:66]([O:70][C:71]([NH:73][C:74]1[S:78][C:77]([C:79]2[C:84]([F:85])=[CH:83][CH:82]=[CH:81][C:80]=2[F:86])=[N:76][C:75]=1[C:87](O)=[O:88])=[O:72])([CH3:69])([CH3:68])[CH3:67], predict the reaction product. (2) Given the reactants [CH:1]([N:4]1[C:8]([C:9]2[N:18]=[C:17]3[N:11]([CH2:12][CH2:13][O:14][C:15]4[CH:22]=[C:21]([CH:23]5[CH2:28][CH2:27][N:26]([C:29]([CH3:33])([CH3:32])[C:30]#[N:31])[CH2:25][CH2:24]5)[CH:20]=[CH:19][C:16]=43)[CH:10]=2)=[N:7][CH:6]=[N:5]1)([CH3:3])[CH3:2].S(=O)(=O)(O)[OH:35].C(=O)([O-])[O-].[Na+].[Na+], predict the reaction product. The product is: [CH:1]([N:4]1[C:8]([C:9]2[N:18]=[C:17]3[C:16]4[CH:19]=[CH:20][C:21]([CH:23]5[CH2:28][CH2:27][N:26]([C:29]([CH3:33])([CH3:32])[C:30]([NH2:31])=[O:35])[CH2:25][CH2:24]5)=[CH:22][C:15]=4[O:14][CH2:13][CH2:12][N:11]3[CH:10]=2)=[N:7][CH:6]=[N:5]1)([CH3:3])[CH3:2]. (3) The product is: [Cl:20][C:17]1[CH:18]=[CH:19][C:14]([O:13][C:3]2[C:2]([C:35]3[C:30]([O:29][CH3:28])=[N:31][CH:32]=[CH:33][CH:34]=3)=[CH:11][C:6]([C:7]([O:9][CH3:10])=[O:8])=[C:5]([F:12])[CH:4]=2)=[CH:15][CH:16]=1. Given the reactants Br[C:2]1[C:3]([O:13][C:14]2[CH:19]=[CH:18][C:17]([Cl:20])=[CH:16][CH:15]=2)=[CH:4][C:5]([F:12])=[C:6]([CH:11]=1)[C:7]([O:9][CH3:10])=[O:8].C(=O)([O-])[O-].[K+].[K+].O.[CH3:28][O:29][C:30]1[C:35](B(O)O)=[CH:34][CH:33]=[CH:32][N:31]=1, predict the reaction product. (4) Given the reactants [CH3:1][C@H:2]1[NH:7][CH2:6][CH2:5][N:4]([C:8]([O:10][C:11]([CH3:14])([CH3:13])[CH3:12])=[O:9])[CH2:3]1.[CH2:15]=O, predict the reaction product. The product is: [CH3:1][C@H:2]1[N:7]([CH3:15])[CH2:6][CH2:5][N:4]([C:8]([O:10][C:11]([CH3:13])([CH3:12])[CH3:14])=[O:9])[CH2:3]1.